Task: Regression. Given two drug SMILES strings and cell line genomic features, predict the synergy score measuring deviation from expected non-interaction effect.. Dataset: NCI-60 drug combinations with 297,098 pairs across 59 cell lines (1) Drug 1: C1=C(C(=O)NC(=O)N1)F. Drug 2: C1C(C(OC1N2C=NC3=C(N=C(N=C32)Cl)N)CO)O. Cell line: HL-60(TB). Synergy scores: CSS=80.8, Synergy_ZIP=-7.02, Synergy_Bliss=-14.7, Synergy_Loewe=-12.4, Synergy_HSA=-11.8. (2) Drug 1: CCC1(CC2CC(C3=C(CCN(C2)C1)C4=CC=CC=C4N3)(C5=C(C=C6C(=C5)C78CCN9C7C(C=CC9)(C(C(C8N6C=O)(C(=O)OC)O)OC(=O)C)CC)OC)C(=O)OC)O.OS(=O)(=O)O. Drug 2: C1CC(C1)(C(=O)O)C(=O)O.[NH2-].[NH2-].[Pt+2]. Cell line: SK-MEL-28. Synergy scores: CSS=24.4, Synergy_ZIP=-7.58, Synergy_Bliss=2.35, Synergy_Loewe=2.34, Synergy_HSA=3.44. (3) Synergy scores: CSS=38.5, Synergy_ZIP=0.369, Synergy_Bliss=2.22, Synergy_Loewe=1.98, Synergy_HSA=2.65. Cell line: SNB-19. Drug 1: CN1CCC(CC1)COC2=C(C=C3C(=C2)N=CN=C3NC4=C(C=C(C=C4)Br)F)OC. Drug 2: C1CC(C1)(C(=O)O)C(=O)O.[NH2-].[NH2-].[Pt+2]. (4) Drug 1: C1=CC(=C2C(=C1NCCNCCO)C(=O)C3=C(C=CC(=C3C2=O)O)O)NCCNCCO. Drug 2: C1C(C(OC1N2C=NC(=NC2=O)N)CO)O. Cell line: OVCAR-5. Synergy scores: CSS=26.7, Synergy_ZIP=-10.3, Synergy_Bliss=0.667, Synergy_Loewe=3.14, Synergy_HSA=4.65. (5) Drug 1: C1CC(=O)NC(=O)C1N2C(=O)C3=CC=CC=C3C2=O. Drug 2: C1CNP(=O)(OC1)N(CCCl)CCCl. Cell line: BT-549. Synergy scores: CSS=1.08, Synergy_ZIP=0.200, Synergy_Bliss=-1.43, Synergy_Loewe=0.173, Synergy_HSA=-1.83. (6) Drug 1: CCCS(=O)(=O)NC1=C(C(=C(C=C1)F)C(=O)C2=CNC3=C2C=C(C=N3)C4=CC=C(C=C4)Cl)F. Drug 2: CN(C)C1=NC(=NC(=N1)N(C)C)N(C)C. Cell line: SR. Synergy scores: CSS=6.34, Synergy_ZIP=-6.40, Synergy_Bliss=-8.17, Synergy_Loewe=-7.77, Synergy_HSA=-7.69. (7) Drug 1: C1CN1P(=S)(N2CC2)N3CC3. Drug 2: CC1=C(N=C(N=C1N)C(CC(=O)N)NCC(C(=O)N)N)C(=O)NC(C(C2=CN=CN2)OC3C(C(C(C(O3)CO)O)O)OC4C(C(C(C(O4)CO)O)OC(=O)N)O)C(=O)NC(C)C(C(C)C(=O)NC(C(C)O)C(=O)NCCC5=NC(=CS5)C6=NC(=CS6)C(=O)NCCC[S+](C)C)O. Cell line: LOX IMVI. Synergy scores: CSS=40.1, Synergy_ZIP=0.447, Synergy_Bliss=0.214, Synergy_Loewe=-6.20, Synergy_HSA=2.13. (8) Drug 1: C1CCC(C1)C(CC#N)N2C=C(C=N2)C3=C4C=CNC4=NC=N3. Drug 2: C1CCC(CC1)NC(=O)N(CCCl)N=O. Cell line: K-562. Synergy scores: CSS=46.8, Synergy_ZIP=18.3, Synergy_Bliss=19.6, Synergy_Loewe=14.2, Synergy_HSA=18.0. (9) Drug 1: CC1C(C(CC(O1)OC2CC(CC3=C2C(=C4C(=C3O)C(=O)C5=C(C4=O)C(=CC=C5)OC)O)(C(=O)C)O)N)O.Cl. Drug 2: C1CN(P(=O)(OC1)NCCCl)CCCl. Cell line: ACHN. Synergy scores: CSS=18.3, Synergy_ZIP=1.13, Synergy_Bliss=1.64, Synergy_Loewe=-24.5, Synergy_HSA=1.21. (10) Drug 1: C1=CC(=CC=C1CCC2=CNC3=C2C(=O)NC(=N3)N)C(=O)NC(CCC(=O)O)C(=O)O. Drug 2: CC1=C2C(C(=O)C3(C(CC4C(C3C(C(C2(C)C)(CC1OC(=O)C(C(C5=CC=CC=C5)NC(=O)OC(C)(C)C)O)O)OC(=O)C6=CC=CC=C6)(CO4)OC(=O)C)O)C)O. Cell line: T-47D. Synergy scores: CSS=6.17, Synergy_ZIP=-7.81, Synergy_Bliss=-7.32, Synergy_Loewe=-6.88, Synergy_HSA=-6.86.